This data is from Forward reaction prediction with 1.9M reactions from USPTO patents (1976-2016). The task is: Predict the product of the given reaction. (1) Given the reactants [NH2:1][C:2](=[S:12])[CH2:3][C:4]([CH3:11])([CH3:10])[CH2:5][C:6]([O:8][CH3:9])=[O:7].O.O.O.O.O.[OH-].C(=O)(O)[O-].[Mg+2].[C:24]([O:27][CH2:28][CH2:29][CH2:30][CH2:31][C:32](=O)[CH2:33]Cl)(=[O:26])[CH3:25], predict the reaction product. The product is: [C:24]([O:27][CH2:28][CH2:29][CH2:30][CH2:31][C:32]1[N:1]=[C:2]([CH2:3][C:4]([CH3:10])([CH3:11])[CH2:5][C:6]([O:8][CH3:9])=[O:7])[S:12][CH:33]=1)(=[O:26])[CH3:25]. (2) Given the reactants [CH3:1][C:2]1[CH:11]=[C:5]2[CH:6]=[C:7]([CH3:10])[CH:8]=[CH:9][N:4]2[N:3]=1.O=P(Cl)(Cl)Cl.[OH-].[Na+].CN([CH:22]=[O:23])C, predict the reaction product. The product is: [CH3:1][C:2]1[C:11]([CH:22]=[O:23])=[C:5]2[CH:6]=[C:7]([CH3:10])[CH:8]=[CH:9][N:4]2[N:3]=1. (3) Given the reactants [C:1]1([C:7]([C:9]2[NH:17][C:12]3=[CH:13][N:14]=[CH:15][CH:16]=[C:11]3[CH:10]=2)=O)[CH:6]=[CH:5][CH:4]=[CH:3][CH:2]=1.[NH2:18][O:19][CH:20]1[CH2:25][CH2:24][CH2:23][N:22]([C:26]([O:28][C:29]([CH3:32])([CH3:31])[CH3:30])=[O:27])[CH2:21]1, predict the reaction product. The product is: [C:1]1([C:7](=[N:18][O:19][CH:20]2[CH2:25][CH2:24][CH2:23][N:22]([C:26]([O:28][C:29]([CH3:32])([CH3:31])[CH3:30])=[O:27])[CH2:21]2)[C:9]2[NH:17][C:12]3=[CH:13][N:14]=[CH:15][CH:16]=[C:11]3[CH:10]=2)[CH:6]=[CH:5][CH:4]=[CH:3][CH:2]=1. (4) Given the reactants [NH2:1][C:2]1[CH:3]=[C:4]([C:26]([F:29])([F:28])[F:27])[C:5]2[N:6]([C:8]([Cl:25])=[C:9]([C:11]([N:13]3[CH2:18][CH2:17][CH:16]([N:19]4[CH2:23][CH2:22][O:21][C:20]4=[O:24])[CH2:15][CH2:14]3)=[O:12])[N:10]=2)[CH:7]=1.C(N(CC)CC)C.[C:37](Cl)(=[O:39])[CH3:38], predict the reaction product. The product is: [Cl:25][C:8]1[N:6]2[CH:7]=[C:2]([NH:1][C:37](=[O:39])[CH3:38])[CH:3]=[C:4]([C:26]([F:29])([F:28])[F:27])[C:5]2=[N:10][C:9]=1[C:11]([N:13]1[CH2:14][CH2:15][CH:16]([N:19]2[CH2:23][CH2:22][O:21][C:20]2=[O:24])[CH2:17][CH2:18]1)=[O:12]. (5) Given the reactants [H-].[Na+].[C:3](=[O:8])([O:6][CH3:7])OC.[CH3:9][O:10][C:11]1[CH:20]=[C:19]2[C:14]([CH2:15][CH2:16][C:17](=O)[CH2:18]2)=[CH:13][CH:12]=1.C(O)(=[O:24])C, predict the reaction product. The product is: [CH3:9][O:10][C:11]1[CH:20]=[C:19]2[C:14](=[CH:13][CH:12]=1)[C:15]([C:3]([O:6][CH3:7])=[O:8])=[C:16]([OH:24])[CH2:17][CH2:18]2. (6) Given the reactants [CH3:1][O:2][C:3](=[O:11])[CH2:4][CH2:5][S:6][CH2:7][C:8]([OH:10])=O.[Cl:12][C:13]1[C:18]([Cl:19])=[CH:17][CH:16]=[CH:15][C:14]=1[CH2:20][CH2:21][NH2:22], predict the reaction product. The product is: [Cl:12][C:13]1[C:18]([Cl:19])=[CH:17][CH:16]=[CH:15][C:14]=1[CH2:20][CH2:21][NH:22][C:8](=[O:10])[CH2:7][S:6][CH2:5][CH2:4][C:3]([O:2][CH3:1])=[O:11]. (7) Given the reactants [CH:1]1[C:6]([CH:7]=O)=[CH:5][C:4]2[O:9][CH2:10][O:11][C:3]=2[CH:2]=1.Cl.[NH2:13][OH:14].O, predict the reaction product. The product is: [OH:14][N:13]=[CH:7][C:6]1[CH:1]=[CH:2][C:3]2[O:11][CH2:10][O:9][C:4]=2[CH:5]=1. (8) Given the reactants [OH:1][C:2]1[N:10]=[CH:9][CH:8]=[CH:7][C:3]=1[C:4]([OH:6])=[O:5].[OH-].[Na+].[Br:13][C:14]1[CH:15]=[C:16]([CH:19]=[CH:20][CH:21]=1)[CH2:17]Br, predict the reaction product. The product is: [Br:13][C:14]1[CH:15]=[C:16]([CH:19]=[CH:20][CH:21]=1)[CH2:17][N:10]1[CH:9]=[CH:8][CH:7]=[C:3]([C:4]([OH:6])=[O:5])[C:2]1=[O:1]. (9) The product is: [CH:22]1[C:14]2[C:15]3([C:25]4[CH:26]=[CH:27][CH:28]=[CH:29][C:30]=4[C:31]4[C:36]3=[CH:35][CH:34]=[CH:33][CH:32]=4)[C:16]3[C:21](=[CH:20][CH:19]=[CH:18][CH:17]=3)[C:13]=2[CH:12]=[CH:24][C:23]=1[N:1]1[CH:5]=[CH:4][N:3]=[C:2]1[C:6]1[N:10]([C:27]2[CH:28]=[CH:29][C:30]3[C:31]4[C:36](=[CH:35][CH:34]=[CH:33][CH:32]=4)[C:15]4([C:14]5[CH:13]=[CH:12][CH:24]=[CH:23][C:22]=5[C:21]5[C:16]4=[CH:17][CH:18]=[CH:19][CH:20]=5)[C:25]=3[CH:26]=2)[CH:9]=[CH:8][N:7]=1. Given the reactants [NH:1]1[CH:5]=[CH:4][N:3]=[C:2]1[C:6]1[NH:7][CH:8]=[CH:9][N:10]=1.Br[C:12]1[CH:24]=[CH:23][C:22]2[C:21]3[C:16](=[CH:17][CH:18]=[CH:19][CH:20]=3)[C:15]3([C:36]4[CH:35]=[CH:34][CH:33]=[CH:32][C:31]=4[C:30]4[C:25]3=[CH:26][CH:27]=[CH:28][CH:29]=4)[C:14]=2[CH:13]=1.C([O-])([O-])=O.[Cs+].[Cs+], predict the reaction product. (10) Given the reactants N1CCC([O:7][C:8](=[O:22])[NH:9][C:10]2[CH:15]=[CH:14][CH:13]=[CH:12][C:11]=2[C:16]2[CH:21]=[CH:20][CH:19]=[CH:18][CH:17]=2)CC1.ClC1C=C(C=O)C(OC)=CC=1NC(=O)C=C.C(O)(=O)C, predict the reaction product. The product is: [C:11]1([C:16]2[CH:21]=[CH:20][CH:19]=[CH:18][CH:17]=2)[CH:12]=[CH:13][CH:14]=[CH:15][C:10]=1[NH:9][C:8](=[O:7])[OH:22].